This data is from Full USPTO retrosynthesis dataset with 1.9M reactions from patents (1976-2016). The task is: Predict the reactants needed to synthesize the given product. (1) Given the product [NH2:20][C:21]1[C:26]([C:27](=[O:32])[C:28]([F:30])([F:31])[F:29])=[CH:25][CH:24]=[C:23]([NH:33][CH:34]2[CH2:39][CH2:38][CH2:37][N:36]([C:2]3[C:3]4[N:4]([N:16]=[CH:17][N:18]=4)[CH:5]=[C:6]([C:8]4[CH:13]=[CH:12][C:11]([F:14])=[CH:10][C:9]=4[F:15])[N:7]=3)[CH2:35]2)[N:22]=1, predict the reactants needed to synthesize it. The reactants are: Cl[C:2]1[C:3]2[N:4]([N:16]=[CH:17][N:18]=2)[CH:5]=[C:6]([C:8]2[CH:13]=[CH:12][C:11]([F:14])=[CH:10][C:9]=2[F:15])[N:7]=1.Cl.[NH2:20][C:21]1[C:26]([C:27](=[O:32])[C:28]([F:31])([F:30])[F:29])=[CH:25][CH:24]=[C:23]([NH:33][CH:34]2[CH2:39][CH2:38][CH2:37][NH:36][CH2:35]2)[N:22]=1.C(N(CC)C(C)C)(C)C. (2) Given the product [C:1]([C:5]1[N:10]=[C:9]([N:11]2[CH2:16][CH2:15][N:14]([CH2:17][CH2:18][CH2:19][CH2:20][NH:21][C:31]([N:47]3[CH2:46][CH2:45][N:44]([C:41]4[CH:42]=[CH:43][N:38]=[CH:39][CH:40]=4)[CH2:49][CH2:48]3)=[O:32])[CH2:13][CH2:12]2)[CH:8]=[C:7]([C:22]([F:24])([F:25])[F:23])[N:6]=1)([CH3:4])([CH3:2])[CH3:3], predict the reactants needed to synthesize it. The reactants are: [C:1]([C:5]1[N:10]=[C:9]([N:11]2[CH2:16][CH2:15][N:14]([CH2:17][CH2:18][CH2:19][CH2:20][NH2:21])[CH2:13][CH2:12]2)[CH:8]=[C:7]([C:22]([F:25])([F:24])[F:23])[N:6]=1)([CH3:4])([CH3:3])[CH3:2].C1N=CN([C:31](N2C=NC=C2)=[O:32])C=1.[N:38]1[CH:43]=[CH:42][C:41]([N:44]2[CH2:49][CH2:48][NH:47][CH2:46][CH2:45]2)=[CH:40][CH:39]=1. (3) Given the product [CH2:26]([C:10]1[C:11]([NH:13][C:14]2[CH:19]=[CH:18][C:17]([CH2:20][C:21]([O:23][CH2:24][CH3:25])=[O:22])=[CH:16][CH:15]=2)=[N:12][C:7]([C:5]2[S:6][C:2]([CH:29]=[CH2:30])=[CH:3][CH:4]=2)=[N:8][C:9]=1[CH3:28])[CH3:27], predict the reactants needed to synthesize it. The reactants are: Br[C:2]1[S:6][C:5]([C:7]2[N:12]=[C:11]([NH:13][C:14]3[CH:19]=[CH:18][C:17]([CH2:20][C:21]([O:23][CH2:24][CH3:25])=[O:22])=[CH:16][CH:15]=3)[C:10]([CH2:26][CH3:27])=[C:9]([CH3:28])[N:8]=2)=[CH:4][CH:3]=1.[CH2:29](N(CC)CC)[CH3:30].O.